The task is: Predict the reactants needed to synthesize the given product.. This data is from Full USPTO retrosynthesis dataset with 1.9M reactions from patents (1976-2016). (1) Given the product [CH3:1][O:2][C:3]([C:5]1[CH:6]=[C:7]2[C:12](=[CH:13][C:14]=1[NH2:15])[N:11]=[CH:10][CH:9]=[N:8]2)=[O:4], predict the reactants needed to synthesize it. The reactants are: [CH3:1][O:2][C:3]([C:5]1[CH:6]=[C:7]2[C:12](=[CH:13][C:14]=1[NH:15]C(OC(C)(C)C)=O)[N:11]=[CH:10][CH:9]=[N:8]2)=[O:4].Cl. (2) Given the product [Br:27][C:28]1[CH:29]=[C:30]2[C:31](=[CH:32][CH:33]=1)[CH2:34][CH:20]([C:19]([O:18][CH3:3])=[O:26])[CH2:35]2, predict the reactants needed to synthesize it. The reactants are: BrN1C(=O)CC[C:3]1=O.[C:19]([O:18][O:18][C:19](=[O:26])[C:20]1C=CC=CC=1)(=[O:26])[C:20]1C=CC=CC=1.[Br:27][C:28]1[CH:33]=[CH:32][C:31]([CH3:34])=[C:30]([CH3:35])[CH:29]=1.[H-].[Na+].CC(C)(C([O-])=O)C([O-])=O. (3) Given the product [Cl:1][C:2]1[N:7]=[CH:6][C:5]([C@H:8]([NH:13][C@H:14]([C:19]([NH:23][C:24]2([C:27]#[N:28])[CH2:26][CH2:25]2)=[O:21])[CH2:15][CH:16]([CH3:17])[CH3:18])[C:9]([F:10])([F:11])[F:12])=[CH:4][CH:3]=1, predict the reactants needed to synthesize it. The reactants are: [Cl:1][C:2]1[N:7]=[CH:6][C:5]([C@H:8]([NH:13][C@H:14]([C:19]([OH:21])=O)[CH2:15][CH:16]([CH3:18])[CH3:17])[C:9]([F:12])([F:11])[F:10])=[CH:4][CH:3]=1.Cl.[NH2:23][C:24]1([C:27]#[N:28])[CH2:26][CH2:25]1.CN(C(ON1N=NC2C=CC=NC1=2)=[N+](C)C)C.F[P-](F)(F)(F)(F)F.C(N(C(C)C)CC)(C)C. (4) Given the product [CH2:1]([O:8][C:9]1[CH:10]=[CH:11][C:12]2[O:16][C:15]([CH:17]([NH:24][C:25]3[CH:26]=[CH:27][C:28]([C:31]([N:33]([CH3:41])[CH2:34][CH2:35][C:36]([OH:38])=[O:37])=[O:32])=[CH:29][CH:30]=3)[CH:18]3[CH2:19][CH2:20][CH2:21][CH2:22][CH2:23]3)=[C:14]([CH3:42])[C:13]=2[CH:43]=1)[C:2]1[CH:7]=[CH:6][CH:5]=[CH:4][CH:3]=1, predict the reactants needed to synthesize it. The reactants are: [CH2:1]([O:8][C:9]1[CH:10]=[CH:11][C:12]2[O:16][C:15]([CH:17]([NH:24][C:25]3[CH:30]=[CH:29][C:28]([C:31]([N:33]([CH3:41])[CH2:34][CH2:35][C:36]([O:38]CC)=[O:37])=[O:32])=[CH:27][CH:26]=3)[CH:18]3[CH2:23][CH2:22][CH2:21][CH2:20][CH2:19]3)=[C:14]([CH3:42])[C:13]=2[CH:43]=1)[C:2]1[CH:7]=[CH:6][CH:5]=[CH:4][CH:3]=1.[OH-].[Na+].